Dataset: Reaction yield outcomes from USPTO patents with 853,638 reactions. Task: Predict the reaction yield, written as a fraction of the theoretical maximum amount of product (1.0 means a 100% yield; for example, 0.34 means a 34% yield). (1) The reactants are [F:1][C:2]1[CH:3]=[C:4]([NH2:24])[CH:5]=[CH:6][C:7]=1[O:8][C:9]1[CH:14]=[CH:13][N:12]=[C:11]2[CH:15]=[C:16]([C:18]3[N:19]=[CH:20][N:21]([CH3:23])[CH:22]=3)[S:17][C:10]=12.FC1C=C(NC(NC(=O)CC2C=CC=CC=2)=S)C=CC=1OC1C=CN=C2C=C(C3C=CC(S(C)(=O)=O)=CC=3)SC=12.[CH3:65][O:66][C:67]1[CH:72]=[CH:71][CH:70]=[CH:69][C:68]=1[CH2:73][C:74]([N:76]=[C:77]=[S:78])=[O:75]. No catalyst specified. The product is [F:1][C:2]1[CH:3]=[C:4]([NH:24][C:77]([NH:76][C:74](=[O:75])[CH2:73][C:68]2[CH:69]=[CH:70][CH:71]=[CH:72][C:67]=2[O:66][CH3:65])=[S:78])[CH:5]=[CH:6][C:7]=1[O:8][C:9]1[CH:14]=[CH:13][N:12]=[C:11]2[CH:15]=[C:16]([C:18]3[N:19]=[CH:20][N:21]([CH3:23])[CH:22]=3)[S:17][C:10]=12. The yield is 0.520. (2) The catalyst is O1CCCC1. The reactants are [H-].[Na+].[CH2:3]([OH:15])[CH2:4][O:5][CH2:6][CH2:7][O:8][CH2:9][CH2:10][O:11][CH2:12][CH2:13]O.S([O-])(=O)(=O)C.[CH2:21]([O:28][CH2:29][CH2:30][O:31][CH2:32][CH2:33][O:34][CH2:35][CH2:36][O:37][CH2:38][CH2:39][OH:40])[C:22]1[CH:27]=[CH:26][CH:25]=[CH:24][CH:23]=1. The product is [CH2:21]([O:28][CH2:29][CH2:30][O:31][CH2:32][CH2:33][O:34][CH2:35][CH2:36][O:37][CH2:38][CH2:39][O:40][CH2:13][CH2:12][O:11][CH2:10][CH2:9][O:8][CH2:7][CH2:6][O:5][CH2:4][CH2:3][OH:15])[C:22]1[CH:23]=[CH:24][CH:25]=[CH:26][CH:27]=1. The yield is 0.340. (3) The reactants are [N:1]([CH2:4][C@H:5]1[CH2:10][CH2:9][C@H:8]([C:11]2[N:12]=[N:13][N:14]3[C:19]=2[C:18]2[CH:20]=[CH:21][NH:22][C:17]=2[N:16]=[CH:15]3)[CH2:7][CH2:6]1)=[N+:2]=[N-:3].[CH3:23][C:24]([OH:28])([C:26]#[CH:27])[CH3:25].O=C1O[C@H]([C@H](CO)O)C([O-])=C1O.[Na+].O. The catalyst is ClCCl.S([O-])([O-])(=O)=O.[Cu+2]. The product is [C:11]1([C@H:8]2[CH2:9][CH2:10][C@H:5]([CH2:4][N:1]3[CH:27]=[C:26]([C:24]([OH:28])([CH3:25])[CH3:23])[N:3]=[N:2]3)[CH2:6][CH2:7]2)[N:12]=[N:13][N:14]2[C:19]=1[C:18]1[CH:20]=[CH:21][NH:22][C:17]=1[N:16]=[CH:15]2. The yield is 0.340. (4) The reactants are [CH3:1][O:2][C:3]([C:5]1[S:6][C:7]([C:11]2[CH:16]=[CH:15][CH:14]=[CH:13][CH:12]=2)=[CH:8][C:9]=1[NH2:10])=[O:4].[CH:17](I)([CH3:19])[CH3:18].[H-].[Na+]. The catalyst is CN(C=O)C. The product is [CH3:1][O:2][C:3]([C:5]1[S:6][C:7]([C:11]2[CH:16]=[CH:15][CH:14]=[CH:13][CH:12]=2)=[CH:8][C:9]=1[NH:10][CH:17]([CH3:19])[CH3:18])=[O:4]. The yield is 0.320. (5) The yield is 0.555. The product is [Br:1][C:18]1[CH:19]=[C:20]2[C:15](=[CH:16][CH:17]=1)[NH:14][CH:13]([C:11]([O:10][CH3:9])=[O:12])[CH2:22][CH2:21]2. The reactants are [Br:1]N1C(=O)CCC1=O.[CH3:9][O:10][C:11]([CH:13]1[CH2:22][CH2:21][C:20]2[C:15](=[CH:16][CH:17]=[CH:18][CH:19]=2)[NH:14]1)=[O:12]. The catalyst is CN(C=O)C.O. (6) The reactants are [CH2:1]([N:8]([C:10]1([C:13]2[CH:18]=[CH:17][C:16](Br)=[CH:15][CH:14]=2)[CH2:12][CH2:11]1)[CH3:9])[C:2]1[CH:7]=[CH:6][CH:5]=[CH:4][CH:3]=1.[CH3:20][Si:21]([C:24]#[CH:25])([CH3:23])[CH3:22]. The catalyst is C(N(CC)CC)C.[Cu]I.Cl[Pd](Cl)([P](C1C=CC=CC=1)(C1C=CC=CC=1)C1C=CC=CC=1)[P](C1C=CC=CC=1)(C1C=CC=CC=1)C1C=CC=CC=1. The product is [CH2:1]([N:8]([C:10]1([C:13]2[CH:18]=[CH:17][C:16]([C:25]#[C:24][Si:21]([CH3:23])([CH3:22])[CH3:20])=[CH:15][CH:14]=2)[CH2:12][CH2:11]1)[CH3:9])[C:2]1[CH:7]=[CH:6][CH:5]=[CH:4][CH:3]=1. The yield is 0.840. (7) The reactants are Br[C:2]1[CH:14]=[CH:13][C:5]2[NH:6][C:7](=[O:12])[O:8][C:9]([CH3:11])([CH3:10])[C:4]=2[CH:3]=1.[Li]CCCC.CCCCCC.[B:26](OC(C)C)([O:31]C(C)C)[O:27]C(C)C. The catalyst is C1COCC1. The product is [CH3:10][C:9]1([CH3:11])[C:4]2[CH:3]=[C:2]([B:26]([OH:31])[OH:27])[CH:14]=[CH:13][C:5]=2[NH:6][C:7](=[O:12])[O:8]1. The yield is 0.810. (8) The reactants are [H-].[Na+].[CH:3]1([S:6]([NH2:9])(=[O:8])=[O:7])[CH2:5][CH2:4]1.[CH3:10][C:11]1([CH3:39])[CH2:20][C:19]2[C:14](=[CH:15][CH:16]=[C:17]([C:21](O)=[O:22])[CH:18]=2)[NH:13][CH:12]1[C:24]1[CH:29]=[CH:28][CH:27]=[C:26]([N:30]2[CH2:35][CH2:34][N:33]([CH3:36])[C:32](=[O:37])[C:31]2=[O:38])[CH:25]=1.C(N1C=CN=C1)(N1C=CN=C1)=O. The catalyst is CN(C)C=O. The product is [CH3:10][C:11]1([CH3:39])[CH2:20][C:19]2[C:14](=[CH:15][CH:16]=[C:17]([C:21]([NH:9][S:6]([CH:3]3[CH2:5][CH2:4]3)(=[O:8])=[O:7])=[O:22])[CH:18]=2)[NH:13][CH:12]1[C:24]1[CH:29]=[CH:28][CH:27]=[C:26]([N:30]2[CH2:35][CH2:34][N:33]([CH3:36])[C:32](=[O:37])[C:31]2=[O:38])[CH:25]=1. The yield is 0.200. (9) The reactants are [Cl-].[Al+3].[Cl-].[Cl-].[H-].[Al+3].[Li+].[H-].[H-].[H-].[CH3:11][C:12]([CH3:41])([CH2:15][CH2:16][CH2:17][CH2:18][O:19][C:20]1[CH:25]=[C:24]([C:26]2[CH:31]=[CH:30][C:29]3[O:32][CH2:33][O:34][C:28]=3[CH:27]=2)[CH:23]=[C:22]([C:35]2[CH:40]=[CH:39][CH:38]=[CH:37][CH:36]=2)[N:21]=1)[C:13]#[N:14]. The catalyst is CCOCC. The product is [NH2:14][CH2:13][C:12]([CH3:41])([CH3:11])[CH2:15][CH2:16][CH2:17][CH2:18][O:19][C:20]1[CH:25]=[C:24]([C:26]2[CH:31]=[CH:30][C:29]3[O:32][CH2:33][O:34][C:28]=3[CH:27]=2)[CH:23]=[C:22]([C:35]2[CH:40]=[CH:39][CH:38]=[CH:37][CH:36]=2)[N:21]=1. The yield is 0.310. (10) The reactants are [OH:1][C:2]([CH3:35])([CH3:34])[CH2:3][C@@:4]1([C:28]2[CH:33]=[CH:32][CH:31]=[CH:30][CH:29]=2)[O:9][C:8](=[O:10])[N:7]([C@H:11]([C:13]2[CH:18]=[CH:17][C:16](B3OC(C)(C)C(C)(C)O3)=[CH:15][CH:14]=2)[CH3:12])[CH2:6][CH2:5]1.Br[C:37]1[CH:46]=[CH:45][C:40]([C:41]([O:43][CH3:44])=[O:42])=[CH:39][N:38]=1. The catalyst is O1CCOCC1.Cl[Pd](Cl)([P](C1C=CC=CC=1)(C1C=CC=CC=1)C1C=CC=CC=1)[P](C1C=CC=CC=1)(C1C=CC=CC=1)C1C=CC=CC=1. The product is [OH:1][C:2]([CH3:35])([CH3:34])[CH2:3][C@@:4]1([C:28]2[CH:29]=[CH:30][CH:31]=[CH:32][CH:33]=2)[O:9][C:8](=[O:10])[N:7]([C@H:11]([C:13]2[CH:18]=[CH:17][C:16]([C:37]3[CH:46]=[CH:45][C:40]([C:41]([O:43][CH3:44])=[O:42])=[CH:39][N:38]=3)=[CH:15][CH:14]=2)[CH3:12])[CH2:6][CH2:5]1. The yield is 0.890.